From a dataset of Forward reaction prediction with 1.9M reactions from USPTO patents (1976-2016). Predict the product of the given reaction. (1) The product is: [Cl:8][C:6]1[N:5]=[C:4]2[N:9]([CH:13]3[CH2:18][CH2:17][CH2:16][CH2:15][O:14]3)[N:10]=[C:11]([CH3:12])[C:3]2=[C:2]([CH:32]2[CH2:33][C:29]3([CH2:26][O:27][CH2:28]3)[CH2:30][NH:31]2)[N:7]=1. Given the reactants Cl[C:2]1[N:7]=[C:6]([Cl:8])[N:5]=[C:4]2[N:9]([CH:13]3[CH2:18][CH2:17][CH2:16][CH2:15][O:14]3)[N:10]=[C:11]([CH3:12])[C:3]=12.C(N(CC)CC)C.[CH2:26]1[C:29]2([CH2:33][CH2:32][NH:31][CH2:30]2)[CH2:28][O:27]1, predict the reaction product. (2) Given the reactants C[Si]([N-][Si](C)(C)C)(C)C.[Li+].F[C:12]1[C:17]([C:18]2[N:23]=[C:22]([CH3:24])[N:21]=[C:20]([N:25]([CH2:35][C:36]3[CH:41]=[CH:40][C:39]([O:42][CH3:43])=[CH:38][CH:37]=3)[CH2:26][C:27]3[CH:32]=[CH:31][C:30]([O:33][CH3:34])=[CH:29][CH:28]=3)[CH:19]=2)=[CH:16][C:15]([CH2:44][N:45]2[CH2:50][CH2:49][N:48]([S:51]([CH3:54])(=[O:53])=[O:52])[CH2:47][CH2:46]2)=[CH:14][N:13]=1.[CH3:55][O:56][C:57]1[N:62]=[CH:61][C:60]([NH2:63])=[CH:59][CH:58]=1, predict the reaction product. The product is: [CH3:34][O:33][C:30]1[CH:31]=[CH:32][C:27]([CH2:26][N:25]([CH2:35][C:36]2[CH:41]=[CH:40][C:39]([O:42][CH3:43])=[CH:38][CH:37]=2)[C:20]2[CH:19]=[C:18]([C:17]3[C:12]([NH:63][C:60]4[CH:61]=[N:62][C:57]([O:56][CH3:55])=[CH:58][CH:59]=4)=[N:13][CH:14]=[C:15]([CH2:44][N:45]4[CH2:50][CH2:49][N:48]([S:51]([CH3:54])(=[O:53])=[O:52])[CH2:47][CH2:46]4)[CH:16]=3)[N:23]=[C:22]([CH3:24])[N:21]=2)=[CH:28][CH:29]=1. (3) Given the reactants [CH2:1]([O:3][C:4](=[O:15])[CH2:5][N:6]1[C:11]([CH3:12])=[CH:10][N:9]=[C:8](Br)[C:7]1=[O:14])[CH3:2].[F:16][C:17]([F:26])([C:20]1[CH:25]=[CH:24][CH:23]=[CH:22][CH:21]=1)[CH2:18][NH2:19], predict the reaction product. The product is: [CH2:1]([O:3][C:4](=[O:15])[CH2:5][N:6]1[C:11]([CH3:12])=[CH:10][N:9]=[C:8]([NH:19][CH2:18][C:17]([F:16])([F:26])[C:20]2[CH:25]=[CH:24][CH:23]=[CH:22][CH:21]=2)[C:7]1=[O:14])[CH3:2]. (4) Given the reactants [CH2:1]([O:3][C:4](=[O:13])[CH2:5][C:6]1[CH:11]=[CH:10][CH:9]=[C:8]([OH:12])[CH:7]=1)[CH3:2].F[C:15]1[CH:22]=[CH:21][C:20]([N+:23]([O-:25])=[O:24])=[CH:19][C:16]=1[CH:17]=[O:18], predict the reaction product. The product is: [CH2:1]([O:3][C:4](=[O:13])[CH2:5][C:6]1[CH:11]=[CH:10][CH:9]=[C:8]([O:12][C:15]2[CH:22]=[CH:21][C:20]([N+:23]([O-:25])=[O:24])=[CH:19][C:16]=2[CH:17]=[O:18])[CH:7]=1)[CH3:2]. (5) Given the reactants [CH3:1][O:2][C:3]1[CH:8]=[CH:7][CH:6]=[CH:5][C:4]=1[C:9]1[C:17]2[C:12](=[N:13][CH:14]=[C:15]([C:18]3[CH:19]=[C:20](C=O)[CH:21]=[N:22][CH:23]=3)[CH:16]=2)[N:11](S(C2C=CC(C)=CC=2)(=O)=O)[CH:10]=1.[CH3:36][N:37]([CH3:46])[CH2:38][CH2:39][N:40]1[CH2:45][CH2:44][NH:43][CH2:42][CH2:41]1.[CH3:47][C:48]([OH:50])=[O:49].[Cl:51][CH:52]([Cl:54])C, predict the reaction product. The product is: [NH4+:11].[OH-:2].[CH3:48][OH:49].[CH2:52]([Cl:54])[Cl:51].[CH3:3][CH2:4][O:49][C:48]([CH3:47])=[O:50].[CH3:1][O:2][C:3]1[CH:8]=[CH:7][CH:6]=[CH:5][C:4]=1[C:9]1[C:17]2[C:12](=[N:13][CH:14]=[C:15]([C:18]3[CH:19]=[C:20]([N:43]4[CH2:44][CH2:45][N:40]([CH2:39][CH2:38][N:37]([CH3:46])[CH3:36])[CH2:41][CH2:42]4)[CH:21]=[N:22][CH:23]=3)[CH:16]=2)[NH:11][CH:10]=1. (6) Given the reactants Br[C:2]1[CH:3]=[C:4]([CH:11]=[C:12]([F:14])[CH:13]=1)[CH2:5][NH:6][S:7]([CH3:10])(=[O:9])=[O:8].[CH3:15][C:16]1([CH3:32])[C:20]([CH3:22])([CH3:21])[O:19][B:18]([B:18]2[O:19][C:20]([CH3:22])([CH3:21])[C:16]([CH3:32])([CH3:15])[O:17]2)[O:17]1.CC([O-])=O.[K+], predict the reaction product. The product is: [F:14][C:12]1[CH:11]=[C:4]([CH:3]=[C:2]([B:18]2[O:19][C:20]([CH3:22])([CH3:21])[C:16]([CH3:32])([CH3:15])[O:17]2)[CH:13]=1)[CH2:5][NH:6][S:7]([CH3:10])(=[O:9])=[O:8].